Dataset: Forward reaction prediction with 1.9M reactions from USPTO patents (1976-2016). Task: Predict the product of the given reaction. (1) The product is: [CH3:1][C:2]([CH3:13])([CH2:7][NH:8][S:9]([CH3:12])(=[O:10])=[O:11])[C:3]([OH:5])=[O:4]. Given the reactants [CH3:1][C:2]([CH3:13])([CH2:7][NH:8][S:9]([CH3:12])(=[O:11])=[O:10])[C:3]([O:5]C)=[O:4].[OH-].[Na+], predict the reaction product. (2) Given the reactants O=[C:2]([CH2:9][CH2:10][CH3:11])[CH2:3][C:4]([O:6][CH2:7][CH3:8])=[O:5].[F:12][C:13]([F:22])([F:21])[C:14]1[CH:15]=[C:16]([CH:18]=[CH:19][CH:20]=1)[NH2:17].C(O)(=O)C.S([O-])([O-])(=O)=O.[Mg+2], predict the reaction product. The product is: [F:12][C:13]([F:21])([F:22])[C:14]1[CH:15]=[C:16]([NH:17][C:2]([CH2:9][CH2:10][CH3:11])=[CH:3][C:4]([O:6][CH2:7][CH3:8])=[O:5])[CH:18]=[CH:19][CH:20]=1. (3) The product is: [NH2:1][C:2]1[C:10]2[C:9]([C:11]3[CH:16]=[CH:15][C:14]([Cl:17])=[C:13]([Cl:18])[CH:12]=3)=[N:8][C:7]([NH:31][CH:25]3[CH2:30][CH2:29][CH2:28][CH2:27][CH2:26]3)=[N:6][C:5]=2[S:4][C:3]=1[C:22]([NH2:24])=[O:23]. Given the reactants [NH2:1][C:2]1[C:10]2[C:9]([C:11]3[CH:16]=[CH:15][C:14]([Cl:17])=[C:13]([Cl:18])[CH:12]=3)=[N:8][C:7](S(C)=O)=[N:6][C:5]=2[S:4][C:3]=1[C:22]([NH2:24])=[O:23].[CH:25]1([NH2:31])[CH2:30][CH2:29][CH2:28][CH2:27][CH2:26]1, predict the reaction product. (4) Given the reactants [Cl:1][CH2:2][C:3](=O)[CH2:4][C:5]([O:7][CH2:8][CH3:9])=[O:6].[C:11](OC(=O)C)(=O)C.C(OC(OCC)OCC)C.[O-]CC.[Na+].[C:32]([CH2:34][C:35]([NH2:37])=[O:36])#[N:33], predict the reaction product. The product is: [Cl:1][CH2:2][C:3]1[NH:37][C:35](=[O:36])[C:34]([C:32]#[N:33])=[CH:11][C:4]=1[C:5]([O:7][CH2:8][CH3:9])=[O:6]. (5) Given the reactants [C:1]([CH:5]([CH:21]1[CH2:24][C:23](=[O:25])[C:22]1(Cl)Cl)[C:6]([C:15]1[CH:20]=[CH:19][CH:18]=[CH:17][CH:16]=1)([C:9]1[CH:14]=[CH:13][CH:12]=[CH:11][CH:10]=1)[O:7][SiH3:8])([CH3:4])([CH3:3])[CH3:2].C(OCC)C, predict the reaction product. The product is: [C:1]([CH:5]([CH:21]1[CH2:22][C:23](=[O:25])[CH2:24]1)[C:6]([C:15]1[CH:16]=[CH:17][CH:18]=[CH:19][CH:20]=1)([C:9]1[CH:10]=[CH:11][CH:12]=[CH:13][CH:14]=1)[O:7][SiH3:8])([CH3:4])([CH3:2])[CH3:3]. (6) Given the reactants Cl[CH2:2][C:3]([C:5]1[CH2:9][CH:8]([CH2:10][O:11][CH2:12][N:13]2[C:21](=[O:22])[C:20]3[C:15](=[CH:16][CH:17]=[CH:18][CH:19]=3)[C:14]2=[O:23])[O:7][N:6]=1)=O.[Br-].[Na+].[CH3:26][C:27]1[N:31]([CH2:32][C:33]([N:35]2[CH2:40][CH2:39][CH:38]([C:41](=[S:43])[NH2:42])[CH2:37][CH2:36]2)=[O:34])[N:30]=[C:29]([C:44]([F:47])([F:46])[F:45])[CH:28]=1, predict the reaction product. The product is: [CH3:26][C:27]1[N:31]([CH2:32][C:33]([N:35]2[CH2:40][CH2:39][CH:38]([C:41]3[S:43][CH:2]=[C:3]([C:5]4[CH2:9][CH:8]([CH2:10][O:11][CH2:12][N:13]5[C:21](=[O:22])[C:20]6[C:15](=[CH:16][CH:17]=[CH:18][CH:19]=6)[C:14]5=[O:23])[O:7][N:6]=4)[N:42]=3)[CH2:37][CH2:36]2)=[O:34])[N:30]=[C:29]([C:44]([F:47])([F:45])[F:46])[CH:28]=1. (7) Given the reactants [C:1]([C:3]1[CH:45]=[CH:44][C:6]2[N:7](COCC[Si](C)(C)C)[C:8]([C:10]3([C:17]4[C:25]([O:26][CH3:27])=[CH:24][C:23]([CH3:28])=[C:22]5[C:18]=4[CH:19]=[CH:20][N:21]5C(OC(C)(C)C)=O)[CH2:12][CH:11]3[C:13]([O:15][CH3:16])=[O:14])=[N:9][C:5]=2[CH:4]=1)#[N:2].C(C1C=CC2N=C(C3(C4C(OC)=CC(C)=C5C=4C=CN5C(OC(C)(C)C)=O)CC3C(OC)=O)N(COCC[Si](C)(C)C)C=2C=1)#N.Cl[Sn](Cl)(Cl)Cl, predict the reaction product. The product is: [C:1]([C:3]1[CH:45]=[CH:44][C:6]2[NH:7][C:8]([C:10]3([C:17]4[C:25]([O:26][CH3:27])=[CH:24][C:23]([CH3:28])=[C:22]5[C:18]=4[CH:19]=[CH:20][NH:21]5)[CH2:12][CH:11]3[C:13]([O:15][CH3:16])=[O:14])=[N:9][C:5]=2[CH:4]=1)#[N:2]. (8) Given the reactants [CH3:1][C:2]1[CH:7]=[CH:6][N:5]=[CH:4][C:3]=1[N:8]1[CH2:12][CH2:11][NH:10][C:9]1=[O:13].[C:14]([O:18][C:19]([N:21]1[CH2:26][CH2:25][C:24]2[CH:27]=[C:28](Br)[S:29][C:23]=2[CH2:22]1)=[O:20])([CH3:17])([CH3:16])[CH3:15].N[C@@H]1CCCC[C@H]1N.P([O-])([O-])([O-])=O.[K+].[K+].[K+], predict the reaction product. The product is: [C:14]([O:18][C:19]([N:21]1[CH2:26][CH2:25][C:24]2[CH:27]=[C:28]([N:10]3[CH2:11][CH2:12][N:8]([C:3]4[CH:4]=[N:5][CH:6]=[CH:7][C:2]=4[CH3:1])[C:9]3=[O:13])[S:29][C:23]=2[CH2:22]1)=[O:20])([CH3:17])([CH3:15])[CH3:16]. (9) Given the reactants C(=[N:14][C:15]1[CH:20]=[CH:19][CH:18]=[C:17](Br)[CH:16]=1)(C1C=CC=CC=1)C1C=CC=CC=1.C([Li])CCC.CO[B:29](OC)OC.S(=O)(=O)(O)O.[OH:39][C:40]([C:43]([OH:46])([CH3:45])[CH3:44])([CH3:42])[CH3:41].[OH-].[Na+], predict the reaction product. The product is: [NH2:14][C:15]1[CH:16]=[C:17]([B:29]2[O:46][C:43]([CH3:45])([CH3:44])[C:40]([CH3:42])([CH3:41])[O:39]2)[CH:18]=[CH:19][CH:20]=1.